This data is from Peptide-MHC class I binding affinity with 185,985 pairs from IEDB/IMGT. The task is: Regression. Given a peptide amino acid sequence and an MHC pseudo amino acid sequence, predict their binding affinity value. This is MHC class I binding data. (1) The peptide sequence is HQRSDSSLVD. The MHC is H-2-Db with pseudo-sequence H-2-Db. The binding affinity (normalized) is 0.00792. (2) The peptide sequence is LLDDGWAGE. The MHC is HLA-B27:03 with pseudo-sequence HLA-B27:03. The binding affinity (normalized) is 0.0847. (3) The peptide sequence is ELIKELPGY. The MHC is HLA-B08:02 with pseudo-sequence HLA-B08:02. The binding affinity (normalized) is 0.0847.